Dataset: Forward reaction prediction with 1.9M reactions from USPTO patents (1976-2016). Task: Predict the product of the given reaction. Given the reactants [C:1]([O:5][C@@H:6]([C:12]1[C:39]([CH3:40])=[N:38][C:37]2=[CH:41][C:34]3=[N:35][N:36]2[C:13]=1[N:14]1[CH2:45][CH2:44][C:17]([CH3:46])([O:18][CH2:19][CH:20]=[CH:21][CH2:22][C@H:23]([CH3:43])[O:24][C:25]2[CH:26]=[CH:27][C:28]([F:42])=[CH:29][C:30]=2[CH2:31][O:32][CH2:33]3)[CH2:16][CH2:15]1)[C:7]([O:9][CH2:10][CH3:11])=[O:8])([CH3:4])([CH3:3])[CH3:2].[BH4-].[Na+], predict the reaction product. The product is: [C:1]([O:5][C@@H:6]([C:12]1[C:39]([CH3:40])=[N:38][C:37]2=[CH:41][C:34]3=[N:35][N:36]2[C:13]=1[N:14]1[CH2:15][CH2:16][C:17]([CH3:46])([O:18][CH2:19][CH2:20][CH2:21][CH2:22][C@H:23]([CH3:43])[O:24][C:25]2[C:30]([CH2:31][O:32][CH2:33]3)=[CH:29][C:28]([F:42])=[CH:27][CH:26]=2)[CH2:44][CH2:45]1)[C:7]([O:9][CH2:10][CH3:11])=[O:8])([CH3:2])([CH3:3])[CH3:4].